Dataset: Reaction yield outcomes from USPTO patents with 853,638 reactions. Task: Predict the reaction yield, written as a fraction of the theoretical maximum amount of product (1.0 means a 100% yield; for example, 0.34 means a 34% yield). (1) The reactants are Cl[C:2]1[N:3]=[C:4]([NH:17][CH:18]2[CH2:21][CH2:20][CH2:19]2)[C:5]2[CH2:10][CH2:9][CH:8]([C:11]3[CH:16]=[CH:15][CH:14]=[CH:13][CH:12]=3)[C:6]=2[N:7]=1.[Cl:22][C:23]1[N:24]=[CH:25][N:26]([C:28]2[CH:34]=[CH:33][C:31]([NH2:32])=[CH:30][C:29]=2[O:35][CH3:36])[CH:27]=1.OS(O)(=O)=O.CCOC(C)=O. The catalyst is CN1C(=O)CCC1. The product is [Cl:22][C:23]1[N:24]=[CH:25][N:26]([C:28]2[CH:34]=[CH:33][C:31]([NH:32][C:2]3[N:3]=[C:4]([NH:17][CH:18]4[CH2:19][CH2:20][CH2:21]4)[C:5]4[CH2:10][CH2:9][CH:8]([C:11]5[CH:12]=[CH:13][CH:14]=[CH:15][CH:16]=5)[C:6]=4[N:7]=3)=[CH:30][C:29]=2[O:35][CH3:36])[CH:27]=1. The yield is 0.716. (2) The yield is 0.870. The catalyst is C(O)C. The product is [CH2:1]([O:8][C:9](=[O:26])[NH:10][CH2:11][CH2:12][CH2:13][CH2:14][C:15]1[CH:20]=[CH:19][C:18]([O:21][CH2:22][CH:23]([OH:24])[CH2:25][NH2:27])=[CH:17][CH:16]=1)[C:2]1[CH:7]=[CH:6][CH:5]=[CH:4][CH:3]=1. The reactants are [CH2:1]([O:8][C:9](=[O:26])[NH:10][CH2:11][CH2:12][CH2:13][CH2:14][C:15]1[CH:20]=[CH:19][C:18]([O:21][CH2:22][CH:23]2[CH2:25][O:24]2)=[CH:17][CH:16]=1)[C:2]1[CH:7]=[CH:6][CH:5]=[CH:4][CH:3]=1.[NH3:27]. (3) The reactants are C(C1C=C[S:6]C=1)(=O)C.[S:9]1[CH:13]=[CH:12][C:11]([C:14]([CH2:16][C:17]#[N:18])=[O:15])=[CH:10]1.[CH2:19]([N:26]1[CH2:31][CH2:30][C:29](=O)[CH2:28][CH2:27]1)[C:20]1[CH:25]=[CH:24][CH:23]=[CH:22][CH:21]=1.N1CCOCC1.[S]. No catalyst specified. The product is [NH2:18][C:17]1[S:6][C:28]2[CH2:27][N:26]([CH2:19][C:20]3[CH:25]=[CH:24][CH:23]=[CH:22][CH:21]=3)[CH2:31][CH2:30][C:29]=2[C:16]=1[C:14]([C:11]1[CH:12]=[CH:13][S:9][CH:10]=1)=[O:15]. The yield is 0.680. (4) The reactants are [CH2:1]([O:3][C:4]([C:6]1[CH2:10][C:9]([O-:11])=[C:8](C(OC)=O)[C:7]=1[CH2:16][CH3:17])=[O:5])[CH3:2].[Na+].[Cl-].[K+].CC(O)=O.C([O-])(O)=O.[Na+]. The catalyst is C1(C)C=CC=CC=1.O. The product is [CH2:16]([C:7]1[CH:6]([C:4]([O:3][CH2:1][CH3:2])=[O:5])[CH2:10][C:9](=[O:11])[CH:8]=1)[CH3:17]. The yield is 0.690.